This data is from Catalyst prediction with 721,799 reactions and 888 catalyst types from USPTO. The task is: Predict which catalyst facilitates the given reaction. (1) Reactant: [CH:1]([NH:4][C:5]1[C:6]2[N:7]([C:19](=[O:22])[NH:20][N:21]=2)[CH:8]=[C:9]([C:11]2(C(O)=O)[CH2:15][CH2:14][CH2:13][CH2:12]2)[N:10]=1)([CH3:3])[CH3:2]. Product: [CH:11]1([C:9]2[N:10]=[C:5]([NH:4][CH:1]([CH3:3])[CH3:2])[C:6]3[N:7]([C:19](=[O:22])[NH:20][N:21]=3)[CH:8]=2)[CH2:12][CH2:13][CH2:14][CH2:15]1. The catalyst class is: 313. (2) Reactant: [CH3:1][N:2]1[CH2:7][CH2:6][N:5]([CH2:8][C:9]2([C:15]3[CH:20]=[CH:19][CH:18]=[CH:17][CH:16]=3)[CH2:14][CH2:13][NH:12][CH2:11][CH2:10]2)[CH2:4][CH2:3]1.[C:21]1([CH:27]([C:32]2[CH:37]=[CH:36][CH:35]=[CH:34][CH:33]=2)[CH2:28][C:29](O)=[O:30])[CH:26]=[CH:25][CH:24]=[CH:23][CH:22]=1.CCN=C=NCCCN(C)C.Cl. Product: [CH3:1][N:2]1[CH2:7][CH2:6][N:5]([CH2:8][C:9]2([C:15]3[CH:20]=[CH:19][CH:18]=[CH:17][CH:16]=3)[CH2:10][CH2:11][N:12]([C:29](=[O:30])[CH2:28][CH:27]([C:21]3[CH:26]=[CH:25][CH:24]=[CH:23][CH:22]=3)[C:32]3[CH:37]=[CH:36][CH:35]=[CH:34][CH:33]=3)[CH2:13][CH2:14]2)[CH2:4][CH2:3]1. The catalyst class is: 79. (3) Reactant: [CH3:1][O:2][C:3]([C:5]1[C:9]([N+:10]([O-])=O)=[CH:8][N:7]([CH:13]2[CH2:18][CH2:17][CH2:16][CH2:15][O:14]2)[N:6]=1)=[O:4].C([O-])=O.[NH4+].O. Product: [CH3:1][O:2][C:3]([C:5]1[C:9]([NH2:10])=[CH:8][N:7]([CH:13]2[CH2:18][CH2:17][CH2:16][CH2:15][O:14]2)[N:6]=1)=[O:4]. The catalyst class is: 29. (4) The catalyst class is: 9. Reactant: [C-:1]#[N:2].[Na+].[Cl:4][CH2:5][CH2:6][C:7]1[C:12]([CH2:13]Cl)=[CH:11][CH:10]=[C:9]([O:15][CH3:16])[N:8]=1.O.C(OCC)(=O)C. Product: [Cl:4][CH2:5][CH2:6][C:7]1[C:12]([CH2:13][C:1]#[N:2])=[CH:11][CH:10]=[C:9]([O:15][CH3:16])[N:8]=1.